This data is from Full USPTO retrosynthesis dataset with 1.9M reactions from patents (1976-2016). The task is: Predict the reactants needed to synthesize the given product. (1) Given the product [O:1]1[CH:5]=[CH:4][CH:3]=[C:2]1[C:6]1[N:10]([C:11]2[CH:19]=[CH:18][CH:17]=[CH:16][C:12]=2[C:13]#[N:15])[N:9]=[C:8]([C:20]([F:22])([F:21])[F:23])[CH:7]=1, predict the reactants needed to synthesize it. The reactants are: [O:1]1[CH:5]=[CH:4][CH:3]=[C:2]1[C:6]1[N:10]([C:11]2[CH:19]=[CH:18][CH:17]=[CH:16][C:12]=2[C:13]([NH2:15])=O)[N:9]=[C:8]([C:20]([F:23])([F:22])[F:21])[CH:7]=1.C(N(CC)CC)C.ClC(Cl)(Cl)C(Cl)=O. (2) Given the product [N+:17]([O:20][C@@H:21]([CH2:37][O:38][N+:39]([O-:41])=[O:40])[CH2:22][CH2:23][CH2:24][C:25]([O:16][C@H:15]1[CH2:14][O:13][C@@H:12]2[C@@H:8]([O:7][CH:2]3[CH2:3][CH2:4][CH2:5][CH2:6][O:1]3)[CH2:9][O:10][C@H:11]12)=[O:26])([O-:19])=[O:18], predict the reactants needed to synthesize it. The reactants are: [O:1]1[CH2:6][CH2:5][CH2:4][CH2:3][CH:2]1[O:7][CH:8]1[CH:12]2[O:13][CH2:14][CH:15]([OH:16])[CH:11]2[O:10][CH2:9]1.[N+:17]([O:20][C@@H:21]([CH2:37][O:38][N+:39]([O-:41])=[O:40])[CH2:22][CH2:23][CH2:24][C:25](O[C@@H]1CO[C@@H]2[C@H](O)CO[C@H]12)=[O:26])([O-:19])=[O:18].CCN=C=NCCCN(C)C. (3) Given the product [NH2:3][C:6]1[CH:7]=[C:8]2[C:12](=[CH:13][CH:14]=1)[C:11](=[O:15])[NH:10][CH2:9]2, predict the reactants needed to synthesize it. The reactants are: O.Cl.[N+:3]([C:6]1[CH:7]=[C:8]2[C:12](=[CH:13][CH:14]=1)[C:11](=[O:15])[NH:10][CH2:9]2)([O-])=O. (4) Given the product [CH2:28]([N:24]1[CH:23]=[C:22]2[C:26]([CH:27]=[C:19]([C:11]3[CH:10]=[C:9]([C:6]4[CH:7]=[CH:8][C:3]([CH2:2][NH:1][CH:35]5[CH2:39][CH2:38][CH2:37][CH2:36]5)=[CH:4][CH:5]=4)[N:17]4[C:12]=3[C:13]([NH2:18])=[N:14][CH:15]=[N:16]4)[CH:20]=[CH:21]2)=[N:25]1)[C:29]1[CH:30]=[CH:31][CH:32]=[CH:33][CH:34]=1, predict the reactants needed to synthesize it. The reactants are: [NH2:1][CH2:2][C:3]1[CH:8]=[CH:7][C:6]([C:9]2[N:17]3[C:12]([C:13]([NH2:18])=[N:14][CH:15]=[N:16]3)=[C:11]([C:19]3[CH:20]=[CH:21][C:22]4[C:26]([CH:27]=3)=[N:25][N:24]([CH2:28][C:29]3[CH:34]=[CH:33][CH:32]=[CH:31][CH:30]=3)[CH:23]=4)[CH:10]=2)=[CH:5][CH:4]=1.[C:35]1(=O)[CH2:39][CH2:38][CH2:37][CH2:36]1. (5) Given the product [OH:9][C@@H:6]1[CH2:7][CH2:8][NH:1][C@@H:2]1[C:3]([OH:5])=[O:4], predict the reactants needed to synthesize it. The reactants are: [NH:1]1[CH2:8][CH2:7][CH2:6][C@H:2]1[C:3]([OH:5])=[O:4].[O:9]=C(CCC(O)=O)C(O)=O.O=C1O[C@H]([C@H](CO)O)C(O)=C1O.